Task: Predict which catalyst facilitates the given reaction.. Dataset: Catalyst prediction with 721,799 reactions and 888 catalyst types from USPTO (1) Reactant: FC(F)(F)S(O[C:7]1[CH2:8][C@H:9]([CH3:20])[N:10]([C:13]([CH:15]2[CH2:19][CH2:18][CH2:17][CH2:16]2)=[O:14])[CH2:11][CH:12]=1)(=O)=O.[CH3:23][N:24]1[C:28]2=[N:29][CH:30]=[C:31]([N+:34]([O-:36])=[O:35])[C:32]([CH3:33])=[C:27]2[C:26](B2OC(C)(C)C(C)(C)O2)=[CH:25]1.[O-]P([O-])([O-])=O.[K+].[K+].[K+]. Product: [CH:15]1([C:13]([N:10]2[CH2:11][CH:12]=[C:7]([C:26]3[C:27]4[C:28](=[N:29][CH:30]=[C:31]([N+:34]([O-:36])=[O:35])[C:32]=4[CH3:33])[N:24]([CH3:23])[CH:25]=3)[CH2:8][C@@H:9]2[CH3:20])=[O:14])[CH2:19][CH2:18][CH2:17][CH2:16]1. The catalyst class is: 38. (2) Reactant: [CH:1]1[C:9]2[N:8]3[C:10]([CH:13]4[CH:18]([CH3:19])[CH2:17][CH2:16][N:15](C(OCC5C=CC=CC=5)=O)[CH2:14]4)=[CH:11][N:12]=[C:7]3[CH:6]=[N:5][C:4]=2[NH:3][CH:2]=1.[H][H]. Product: [CH3:19][CH:18]1[CH2:17][CH2:16][NH:15][CH2:14][CH:13]1[C:10]1[N:8]2[C:9]3[CH:1]=[CH:2][NH:3][C:4]=3[N:5]=[CH:6][C:7]2=[N:12][CH:11]=1. The catalyst class is: 256. (3) Reactant: [Cl:1][C:2]1[CH:7]=[CH:6][C:5]([C:8](=O)[CH2:9][C:10]([O:12]CC)=O)=[CH:4][C:3]=1[O:16][C:17]([F:20])([F:19])[F:18].[CH3:21][C:22]1[O:26][C:25]([C:27]2[CH:28]=[N:29][NH:30][C:31]=2[NH2:32])=[N:24][CH:23]=1.CC1C=CC(S(O)(=O)=O)=CC=1. Product: [Cl:1][C:2]1[CH:7]=[CH:6][C:5]([C:8]2[NH:32][C:31]3[N:30]([N:29]=[CH:28][C:27]=3[C:25]3[O:26][C:22]([CH3:21])=[CH:23][N:24]=3)[C:10](=[O:12])[CH:9]=2)=[CH:4][C:3]=1[O:16][C:17]([F:18])([F:19])[F:20]. The catalyst class is: 114. (4) Reactant: [CH3:1][CH:2]([CH3:18])[C:3]([NH:5][C:6]1[CH:11]=[CH:10][CH:9]=[C:8]([CH:12]2[CH2:17][CH2:16][NH:15][CH2:14][CH2:13]2)[CH:7]=1)=[O:4].Br[CH2:20][CH2:21][CH2:22][N:23]1[C:27](=[O:28])[C:26]2=[CH:29][CH:30]=[CH:31][CH:32]=[C:25]2[C:24]1=[O:33].C([O-])([O-])=O.[K+].[K+].[Na+].[I-]. Product: [O:33]=[C:24]1[C:25]2[C:26](=[CH:29][CH:30]=[CH:31][CH:32]=2)[C:27](=[O:28])[N:23]1[CH2:22][CH2:21][CH2:20][N:15]1[CH2:16][CH2:17][CH:12]([C:8]2[CH:7]=[C:6]([NH:5][C:3](=[O:4])[CH:2]([CH3:18])[CH3:1])[CH:11]=[CH:10][CH:9]=2)[CH2:13][CH2:14]1. The catalyst class is: 3. (5) Reactant: [CH2:1]1[C:9]2[C:4](=[CH:5][C:6]([S:10](Cl)(=[O:12])=[O:11])=[CH:7][CH:8]=2)[CH2:3][CH2:2]1.[NH2:14][C:15]1[CH:20]=[CH:19][CH:18]=[CH:17][C:16]=1[S:21]([NH2:24])(=[O:23])=[O:22]. Product: [S:21]([C:16]1[CH:17]=[CH:18][CH:19]=[CH:20][C:15]=1[NH:14][S:10]([C:6]1[CH:5]=[C:4]2[C:9](=[CH:8][CH:7]=1)[CH2:1][CH2:2][CH2:3]2)(=[O:12])=[O:11])(=[O:22])(=[O:23])[NH2:24]. The catalyst class is: 17. (6) Reactant: [CH:1]1([C:4]2[NH:8][N:7]=[C:6]([C:9]3[N:14]=[C:13]([NH:15][C:16]4[CH:21]=[CH:20][N:19]=[CH:18][CH:17]=4)[C:12]([O:22][CH3:23])=[CH:11][N:10]=3)[C:5]=2[CH3:24])[CH2:3][CH2:2]1.Br[CH2:26][C:27]1[C:28]([Cl:38])=[C:29]([CH:34]=[CH:35][C:36]=1[Cl:37])[C:30]([O:32]C)=[O:31].[H-].[Na+]. Product: [Cl:38][C:28]1[C:27]([CH2:26][N:8]2[C:4]([CH:1]3[CH2:3][CH2:2]3)=[C:5]([CH3:24])[C:6]([C:9]3[N:14]=[C:13]([NH:15][C:16]4[CH:21]=[CH:20][N:19]=[CH:18][CH:17]=4)[C:12]([O:22][CH3:23])=[CH:11][N:10]=3)=[N:7]2)=[C:36]([Cl:37])[CH:35]=[CH:34][C:29]=1[C:30]([OH:32])=[O:31]. The catalyst class is: 1. (7) Product: [Br:1][C:2]1[C:11]2[C:6](=[C:7]([CH3:14])[CH:8]=[C:9]([O:12][CH3:13])[N:10]=2)[N:5]=[CH:4][C:3]=1[NH2:15]. Reactant: [Br:1][C:2]1[C:3]([N+:15]([O-])=O)=[CH:4][N:5]=[C:6]2[C:11]=1[N:10]=[C:9]([O:12][CH3:13])[CH:8]=[C:7]2[CH3:14].[Cl-].[NH4+]. The catalyst class is: 190. (8) Reactant: Br[C:2]1[CH:18]=[CH:17][C:5]([C:6]([NH:8][CH2:9][C:10]2[C:11]([CH3:16])=[N:12][O:13][C:14]=2[CH3:15])=[O:7])=[CH:4][C:3]=1[F:19].[CH2:20]([N:22]([CH2:38][CH3:39])[C:23](=[O:37])[CH:24]([C:31]1[CH:36]=[CH:35][CH:34]=[CH:33][CH:32]=1)[N:25]1[CH2:30][CH2:29][NH:28][CH2:27][CH2:26]1)[CH3:21].C([O-])([O-])=O.[Cs+].[Cs+].C1C=CC(P(C2C(C3C(P(C4C=CC=CC=4)C4C=CC=CC=4)=CC=C4C=3C=CC=C4)=C3C(C=CC=C3)=CC=2)C2C=CC=CC=2)=CC=1. Product: [CH2:38]([N:22]([CH2:20][CH3:21])[C:23]([CH:24]([C:31]1[CH:36]=[CH:35][CH:34]=[CH:33][CH:32]=1)[N:25]1[CH2:26][CH2:27][N:28]([C:2]2[CH:18]=[CH:17][C:5]([C:6]([NH:8][CH2:9][C:10]3[C:11]([CH3:16])=[N:12][O:13][C:14]=3[CH3:15])=[O:7])=[CH:4][C:3]=2[F:19])[CH2:29][CH2:30]1)=[O:37])[CH3:39]. The catalyst class is: 101.